From a dataset of Catalyst prediction with 721,799 reactions and 888 catalyst types from USPTO. Predict which catalyst facilitates the given reaction. (1) Reactant: [NH:1]1[CH2:6][CH2:5][CH2:4][CH2:3][CH2:2]1.C[Si]([N-][Si](C)(C)C)(C)C.[Li+].Br[C:18]1[C:26]2[C:21](=[CH:22][CH:23]=[CH:24][CH:25]=2)[N:20]([Si:27]([CH:34]([CH3:36])[CH3:35])([CH:31]([CH3:33])[CH3:32])[CH:28]([CH3:30])[CH3:29])[CH:19]=1.C(Cl)(Cl)Cl. Product: [N:1]1([C:18]2[C:26]3[C:21](=[CH:22][CH:23]=[CH:24][CH:25]=3)[N:20]([Si:27]([CH:31]([CH3:33])[CH3:32])([CH:34]([CH3:36])[CH3:35])[CH:28]([CH3:29])[CH3:30])[CH:19]=2)[CH2:6][CH2:5][CH2:4][CH2:3][CH2:2]1. The catalyst class is: 443. (2) Reactant: [CH2:1]([O:5][CH2:6][CH2:7][O:8][C:9]1[CH:14]=[CH:13][C:12]([C:15]2[CH:20]=[CH:19][C:18]([N:21]3[CH2:26][CH2:25][CH2:24][CH2:23][CH:22]3[CH3:27])=[C:17](/[CH:28]=[CH:29]/[C:30]([O:32]CC)=[O:31])[CH:16]=2)=[CH:11][CH:10]=1)[CH2:2][CH2:3][CH3:4].[OH-].[Na+].Cl. Product: [CH2:1]([O:5][CH2:6][CH2:7][O:8][C:9]1[CH:10]=[CH:11][C:12]([C:15]2[CH:20]=[CH:19][C:18]([N:21]3[CH2:26][CH2:25][CH2:24][CH2:23][CH:22]3[CH3:27])=[C:17](/[CH:28]=[CH:29]/[C:30]([OH:32])=[O:31])[CH:16]=2)=[CH:13][CH:14]=1)[CH2:2][CH2:3][CH3:4]. The catalyst class is: 353. (3) Reactant: [CH3:1][C:2]1[CH:11]=[C:10]([CH2:12][O:13][C:14]2[CH:22]=[CH:21][C:17]([C:18](O)=[O:19])=[CH:16][CH:15]=2)[C:9]2[C:4](=[CH:5][CH:6]=[CH:7][CH:8]=2)[N:3]=1.F[B-](F)(F)F.N1(OC(N(C)C)=[N+](C)C)C2C=CC=CC=2N=N1.C(N(C(C)C)CC)(C)C.Cl.Cl.Cl.[NH2:57][CH2:58][CH:59]([N:64]1[CH2:69][CH2:68][N:67]([CH2:70][CH3:71])[CH2:66][CH2:65]1)[C:60]([O:62][CH3:63])=[O:61].C(=O)([O-])O.[Na+]. Product: [CH2:70]([N:67]1[CH2:66][CH2:65][N:64]([C@@H:59]([CH2:58][NH:57][C:18](=[O:19])[C:17]2[CH:21]=[CH:22][C:14]([O:13][CH2:12][C:10]3[C:9]4[C:4](=[CH:5][CH:6]=[CH:7][CH:8]=4)[N:3]=[C:2]([CH3:1])[CH:11]=3)=[CH:15][CH:16]=2)[C:60]([O:62][CH3:63])=[O:61])[CH2:69][CH2:68]1)[CH3:71]. The catalyst class is: 9. (4) The catalyst class is: 36. Product: [C:1]([O:5][C:6]([NH:8][CH:9]1[CH2:14][CH2:13][N:12]([C:15]2[N:24]=[C:23]3[C:18]([C:19](=[O:34])[C:20]([C:29]([OH:31])=[O:30])=[CH:21][N:22]3[CH2:25][CH2:26][C:27]#[N:28])=[CH:17][C:16]=2[F:35])[CH2:11][CH2:10]1)=[O:7])([CH3:4])([CH3:2])[CH3:3]. Reactant: [C:1]([O:5][C:6]([NH:8][CH:9]1[CH2:14][CH2:13][N:12]([C:15]2[N:24]=[C:23]3[C:18]([C:19](=[O:34])[C:20]([C:29]([O:31]CC)=[O:30])=[CH:21][N:22]3[CH2:25][CH2:26][C:27]#[N:28])=[CH:17][C:16]=2[F:35])[CH2:11][CH2:10]1)=[O:7])([CH3:4])([CH3:3])[CH3:2].[Li+].[OH-]. (5) Reactant: [CH2:1]([C:3]([C:16]1[CH:29]=[CH:28][C:19]([O:20][CH2:21][C:22](=[O:27])[C:23]([CH3:26])([CH3:25])[CH3:24])=[C:18]([CH3:30])[CH:17]=1)([C:6]1[O:7][C:8]2[CH:14]=[C:13]([OH:15])[CH:12]=[CH:11][C:9]=2[CH:10]=1)[CH2:4][CH3:5])[CH3:2].CCN(CC)CC.[CH3:38][S:39](Cl)(=[O:41])=[O:40]. Product: [CH3:26][C:23]([CH3:25])([CH3:24])[C:22](=[O:27])[CH2:21][O:20][C:19]1[CH:28]=[CH:29][C:16]([C:3]([C:6]2[O:7][C:8]3[CH:14]=[C:13]([O:15][S:39]([CH3:38])(=[O:41])=[O:40])[CH:12]=[CH:11][C:9]=3[CH:10]=2)([CH2:4][CH3:5])[CH2:1][CH3:2])=[CH:17][C:18]=1[CH3:30]. The catalyst class is: 2. (6) Reactant: [CH:1]1([N:6]2[CH2:11][CH2:10][N:9]([C:12]([C:14]3[CH:15]=[C:16]4[C:20](=[CH:21][CH:22]=3)[NH:19][C:18]([C:23]([OH:25])=O)=[CH:17]4)=[O:13])[CH2:8][CH2:7]2)[CH2:5][CH2:4][CH2:3][CH2:2]1.Cl.F[B-](F)(F)F.N1(OC(N(C)C)=[N+](C)C)C2C=CC=CC=2N=N1.[CH3:49][CH:50]1[CH2:55][CH2:54][NH:53][CH2:52][CH2:51]1.C(N(CC)C(C)C)(C)C. Product: [CH:1]1([N:6]2[CH2:7][CH2:8][N:9]([C:12]([C:14]3[CH:15]=[C:16]4[C:20](=[CH:21][CH:22]=3)[NH:19][C:18]([C:23]([N:53]3[CH2:54][CH2:55][CH:50]([CH3:49])[CH2:51][CH2:52]3)=[O:25])=[CH:17]4)=[O:13])[CH2:10][CH2:11]2)[CH2:5][CH2:4][CH2:3][CH2:2]1. The catalyst class is: 9.